The task is: Predict the product of the given reaction.. This data is from Forward reaction prediction with 1.9M reactions from USPTO patents (1976-2016). (1) The product is: [F:1][C:2]1[C:7]([O:8][CH3:9])=[CH:6][C:5]([O:10][CH3:11])=[C:4]([F:12])[C:3]=1[N:13]1[CH2:18][C:17]2[CH:19]=[N:20][C:21]3[N:25]([S:26]([C:29]4[CH:30]=[CH:31][CH:32]=[CH:33][CH:34]=4)(=[O:27])=[O:28])[C:24]([CH:48]=[O:49])=[CH:23][C:22]=3[C:16]=2[N:15]([CH2:35][CH3:36])[C:14]1=[O:37]. Given the reactants [F:1][C:2]1[C:7]([O:8][CH3:9])=[CH:6][C:5]([O:10][CH3:11])=[C:4]([F:12])[C:3]=1[N:13]1[CH2:18][C:17]2[CH:19]=[N:20][C:21]3[N:25]([S:26]([C:29]4[CH:34]=[CH:33][CH:32]=[CH:31][CH:30]=4)(=[O:28])=[O:27])[CH:24]=[CH:23][C:22]=3[C:16]=2[N:15]([CH2:35][CH3:36])[C:14]1=[O:37].C([N-]C(C)C)(C)C.[Li+].CN(C)[CH:48]=[O:49], predict the reaction product. (2) Given the reactants [CH3:1][CH:2]([CH2:4][CH2:5][CH2:6][C@H:7]([C@@H:9]1[C@:26]2([CH3:27])[C@H:12]([C@H:13]3[C@H:23]([CH2:24][CH2:25]2)[C@:21]2([CH3:22])[C@H:16]([CH2:17][C@@H:18]([OH:28])[CH2:19][CH2:20]2)[CH2:15][CH2:14]3)[CH2:11][CH2:10]1)[CH3:8])[CH3:3].[C:29]([O:36]C(C)(C)C)(=[O:35])[CH2:30][CH2:31][C:32]([O-:34])=[O:33].CCN=C=NCCCN(C)C.Cl, predict the reaction product. The product is: [C:29]([OH:36])(=[O:35])[CH2:30][CH2:31][C:32]([OH:34])=[O:33].[CH3:3][CH:2]([CH2:4][CH2:5][CH2:6][C@H:7]([C@@H:9]1[C@:26]2([CH3:27])[C@H:12]([C@H:13]3[C@H:23]([CH2:24][CH2:25]2)[C@:21]2([CH3:22])[C@H:16]([CH2:17][C@@H:18]([OH:28])[CH2:19][CH2:20]2)[CH2:15][CH2:14]3)[CH2:11][CH2:10]1)[CH3:8])[CH3:1].[CH3:3][CH:2]([CH2:4][CH2:5][CH2:6][C@H:7]([C@@H:9]1[C@:26]2([CH3:27])[C@H:12]([C@H:13]3[C@H:23]([CH2:24][CH2:25]2)[C@:21]2([CH3:22])[C@H:16]([CH2:17][C@@H:18]([OH:28])[CH2:19][CH2:20]2)[CH2:15][CH2:14]3)[CH2:11][CH2:10]1)[CH3:8])[CH3:1]. (3) Given the reactants [C:1]1([C:7]2[CH:15]3[C:10](=[N:11][CH:12]=[N:13][C:14]3=[O:16])[S:9][CH:8]=2)[CH:6]=[CH:5][CH:4]=[CH:3][CH:2]=1.C1C(=O)N([I:24])C(=O)C1, predict the reaction product. The product is: [I:24][C:8]1[S:9][C:10]2=[N:11][CH:12]=[N:13][C:14](=[O:16])[CH:15]2[C:7]=1[C:1]1[CH:2]=[CH:3][CH:4]=[CH:5][CH:6]=1. (4) Given the reactants [NH2:1][C@@H:2]1[CH2:7][CH2:6][C@H:5]([O:8][C:9]2[CH:17]=[C:16]([CH3:18])[CH:15]=[CH:14][C:10]=2[C:11]([OH:13])=[S:12])[CH2:4][CH2:3]1.C(N(CC)CC)C.[CH3:26][C:27]([O:30][C:31](O[C:31]([O:30][C:27]([CH3:29])([CH3:28])[CH3:26])=[O:32])=[O:32])([CH3:29])[CH3:28].C(O)(=O)C, predict the reaction product. The product is: [C:27]([O:30][C:31]([NH:1][C@@H:2]1[CH2:7][CH2:6][C@H:5]([O:8][C:9]2[CH:17]=[C:16]([CH3:18])[CH:15]=[CH:14][C:10]=2[C:11]([OH:13])=[S:12])[CH2:4][CH2:3]1)=[O:32])([CH3:29])([CH3:28])[CH3:26].